This data is from NCI-60 drug combinations with 297,098 pairs across 59 cell lines. The task is: Regression. Given two drug SMILES strings and cell line genomic features, predict the synergy score measuring deviation from expected non-interaction effect. (1) Drug 1: C1=CC(=CC=C1CCCC(=O)O)N(CCCl)CCCl. Drug 2: CC1=C2C(C(=O)C3(C(CC4C(C3C(C(C2(C)C)(CC1OC(=O)C(C(C5=CC=CC=C5)NC(=O)C6=CC=CC=C6)O)O)OC(=O)C7=CC=CC=C7)(CO4)OC(=O)C)O)C)OC(=O)C. Cell line: NCI/ADR-RES. Synergy scores: CSS=1.51, Synergy_ZIP=-4.42, Synergy_Bliss=-7.00, Synergy_Loewe=-9.61, Synergy_HSA=-9.31. (2) Drug 1: C1CC2CC3=C(CC1C24CN(S(=O)(=O)N4)CC(F)(F)F)C=CC(=C3)C=CCN5CCC(CC5)C(F)(F)F. Drug 2: C1CCC(C(C1)[NH-])[NH-].C(=O)(C(=O)[O-])[O-].[Pt+4]. Cell line: HCT116. Synergy scores: CSS=59.6, Synergy_ZIP=-1.14, Synergy_Bliss=-0.814, Synergy_Loewe=-7.97, Synergy_HSA=2.82. (3) Drug 1: C(=O)(N)NO. Drug 2: CCN(CC)CCCC(C)NC1=C2C=C(C=CC2=NC3=C1C=CC(=C3)Cl)OC. Cell line: KM12. Synergy scores: CSS=13.5, Synergy_ZIP=-0.616, Synergy_Bliss=0.373, Synergy_Loewe=-9.83, Synergy_HSA=1.51. (4) Drug 1: CC1CCC2CC(C(=CC=CC=CC(CC(C(=O)C(C(C(=CC(C(=O)CC(OC(=O)C3CCCCN3C(=O)C(=O)C1(O2)O)C(C)CC4CCC(C(C4)OC)OCCO)C)C)O)OC)C)C)C)OC. Cell line: DU-145. Drug 2: C1CNP(=O)(OC1)N(CCCl)CCCl. Synergy scores: CSS=7.85, Synergy_ZIP=-0.842, Synergy_Bliss=-0.0258, Synergy_Loewe=-3.52, Synergy_HSA=-1.06. (5) Drug 1: CC12CCC3C(C1CCC2=O)CC(=C)C4=CC(=O)C=CC34C. Drug 2: CCN(CC)CCNC(=O)C1=C(NC(=C1C)C=C2C3=C(C=CC(=C3)F)NC2=O)C. Cell line: K-562. Synergy scores: CSS=37.7, Synergy_ZIP=1.77, Synergy_Bliss=2.24, Synergy_Loewe=0.943, Synergy_HSA=0.924. (6) Drug 1: C1CCC(C1)C(CC#N)N2C=C(C=N2)C3=C4C=CNC4=NC=N3. Drug 2: CC1C(C(=O)NC(C(=O)N2CCCC2C(=O)N(CC(=O)N(C(C(=O)O1)C(C)C)C)C)C(C)C)NC(=O)C3=C4C(=C(C=C3)C)OC5=C(C(=O)C(=C(C5=N4)C(=O)NC6C(OC(=O)C(N(C(=O)CN(C(=O)C7CCCN7C(=O)C(NC6=O)C(C)C)C)C)C(C)C)C)N)C. Cell line: HCT116. Synergy scores: CSS=15.6, Synergy_ZIP=30.8, Synergy_Bliss=29.9, Synergy_Loewe=26.2, Synergy_HSA=26.9.